From a dataset of Full USPTO retrosynthesis dataset with 1.9M reactions from patents (1976-2016). Predict the reactants needed to synthesize the given product. (1) Given the product [Cl:31][C:26]1[CH:25]=[C:24]([CH:29]=[CH:28][C:27]=1[Cl:30])[CH2:23][NH:22][C:20](=[O:21])[C:19]1[CH:32]=[CH:33][C:34]([CH3:35])=[C:17]([NH:16][C:6](=[O:7])[C:5]2[CH:4]=[C:3]([O:2][CH3:1])[C:11]([O:12][CH3:13])=[C:10]([O:14][CH3:15])[CH:9]=2)[CH:18]=1, predict the reactants needed to synthesize it. The reactants are: [CH3:1][O:2][C:3]1[CH:4]=[C:5]([CH:9]=[C:10]([O:14][CH3:15])[C:11]=1[O:12][CH3:13])[C:6](Cl)=[O:7].[NH2:16][C:17]1[CH:18]=[C:19]([CH:32]=[CH:33][C:34]=1[CH3:35])[C:20]([NH:22][CH2:23][C:24]1[CH:29]=[CH:28][C:27]([Cl:30])=[C:26]([Cl:31])[CH:25]=1)=[O:21]. (2) The reactants are: C1(C)C=CC(S(O)(=O)=O)=CC=1.O[C:13]1([C:25]2[NH:26][CH:27]=[N:28][CH:29]=2)[CH2:22][CH2:21][CH2:20][C:19]2[CH:18]=[C:17]([C:23]#[N:24])[CH:16]=[CH:15][C:14]1=2.[SH:30][CH2:31][CH2:32][OH:33]. Given the product [OH:33][CH2:32][CH2:31][S:30][C:18]1[C:19]2[CH2:20][CH2:21][CH2:22][CH:13]([C:25]3[N:26]=[CH:27][NH:28][CH:29]=3)[C:14]=2[CH:15]=[CH:16][C:17]=1[C:23]#[N:24], predict the reactants needed to synthesize it.